From a dataset of Catalyst prediction with 721,799 reactions and 888 catalyst types from USPTO. Predict which catalyst facilitates the given reaction. (1) Reactant: [C:1]([O:5][C:6]([N:8]1[CH2:12][CH2:11][CH:10]([O:13][C:14]2[CH:19]=[CH:18][C:17]([O:20][CH2:21][C:22](=O)[NH:23][C:24]3[CH:29]=[C:28]([C:30]#[N:31])[CH:27]=[CH:26][C:25]=3[NH:32][CH2:33][CH2:34][OH:35])=[CH:16][CH:15]=2)[CH2:9]1)=[O:7])([CH3:4])([CH3:3])[CH3:2]. Product: [C:1]([O:5][C:6]([N:8]1[CH2:12][CH2:11][CH:10]([O:13][C:14]2[CH:15]=[CH:16][C:17]([O:20][CH2:21][C:22]3[N:32]([CH2:33][CH2:34][OH:35])[C:25]4[CH:26]=[CH:27][C:28]([C:30]#[N:31])=[CH:29][C:24]=4[N:23]=3)=[CH:18][CH:19]=2)[CH2:9]1)=[O:7])([CH3:4])([CH3:3])[CH3:2]. The catalyst class is: 15. (2) Reactant: [Cl:1][C:2]1[C:3]([C:9]2[CH:10]=[N:11][CH:12]=[C:13]([O:15][CH2:16][C:17]3[CH:22]=[CH:21][CH:20]=[C:19]([F:23])[CH:18]=3)[CH:14]=2)=[CH:4][C:5](F)=[N:6][CH:7]=1.[C@H:24]1([NH2:31])[CH2:29][CH2:28][C@H:27]([NH2:30])[CH2:26][CH2:25]1. Product: [Cl:1][C:2]1[C:3]([C:9]2[CH:10]=[N:11][CH:12]=[C:13]([O:15][CH2:16][C:17]3[CH:22]=[CH:21][CH:20]=[C:19]([F:23])[CH:18]=3)[CH:14]=2)=[CH:4][C:5]([NH:30][C@H:27]2[CH2:28][CH2:29][C@H:24]([NH2:31])[CH2:25][CH2:26]2)=[N:6][CH:7]=1. The catalyst class is: 16.